From a dataset of Full USPTO retrosynthesis dataset with 1.9M reactions from patents (1976-2016). Predict the reactants needed to synthesize the given product. (1) Given the product [F:26][C:25]([F:28])([F:27])[C:23]([OH:29])=[O:24].[CH3:19][C:18]([CH3:21])([CH3:20])[CH2:17][CH2:16][NH:15][C:14]([C@@H:13]1[CH2:12][C@@H:11]2[C@@H:9]([CH2:10]2)[NH:8]1)=[O:22], predict the reactants needed to synthesize it. The reactants are: C(OC([N:8]1[C@H:13]([C:14](=[O:22])[NH:15][CH2:16][CH2:17][C:18]([CH3:21])([CH3:20])[CH3:19])[CH2:12][C@@H:11]2[C@H:9]1[CH2:10]2)=O)(C)(C)C.[C:23]([OH:29])([C:25]([F:28])([F:27])[F:26])=[O:24]. (2) Given the product [OH:24][C:3]1[N:2]([CH3:1])[C:7](=[O:8])[C:6]([N+:17]([O-:19])=[O:18])=[C:5]([C:9]2[CH:14]=[CH:13][N:12]=[CH:11][CH:10]=2)[N:4]=1, predict the reactants needed to synthesize it. The reactants are: [CH3:1][N:2]1[C:7](=[O:8])[CH:6]=[C:5]([C:9]2[CH:14]=[CH:13][N:12]=[CH:11][CH:10]=2)[N:4]=[C:3]1SC.[N+:17]([O-])([O-:19])=[O:18].[K+].C([O:24]CC)C. (3) Given the product [NH2:34][C@H:30]1[CH2:31][CH2:32][CH2:33][N:28]([C:19]2[C:18]([NH:17][C:15]([C:13]3[CH:12]=[CH:11][C:10]([F:42])=[C:9]([C:3]4[C:2]([F:1])=[CH:7][CH:6]=[CH:5][C:4]=4[F:8])[N:14]=3)=[O:16])=[CH:23][N:22]=[C:21]3[C:24](=[O:27])[CH2:25][CH2:26][C:20]=23)[CH2:29]1, predict the reactants needed to synthesize it. The reactants are: [F:1][C:2]1[CH:7]=[CH:6][CH:5]=[C:4]([F:8])[C:3]=1[C:9]1[N:14]=[C:13]([C:15]([NH:17][C:18]2[C:19]([N:28]3[CH2:33][CH2:32][CH2:31][C@H:30]([NH:34]C(=O)OC(C)(C)C)[CH2:29]3)=[C:20]3[CH2:26][CH2:25][C:24](=[O:27])[C:21]3=[N:22][CH:23]=2)=[O:16])[CH:12]=[CH:11][C:10]=1[F:42].C(O)(C(F)(F)F)=O. (4) Given the product [F:1][C:2]1[CH:3]=[C:4]([CH2:5][OH:6])[CH:7]=[CH:8][C:9]=1[S:10]([CH3:13])(=[O:11])=[O:12], predict the reactants needed to synthesize it. The reactants are: [F:1][C:2]1[CH:3]=[C:4]([CH:7]=[CH:8][C:9]=1[S:10]([CH3:13])(=[O:12])=[O:11])[CH:5]=[O:6].[BH4-].[Na+].Cl. (5) Given the product [CH3:1][O:2][CH2:3][O:4][C@H:5]1[CH2:9][CH2:8][N:7]([CH2:10][C@H:11]([N:38]([C:39]2[CH:48]=[CH:47][C:42]([C:43]([O:45][CH3:46])=[O:44])=[CH:41][CH:40]=2)[CH3:37])[C:13]2[CH:18]=[CH:17][CH:16]=[CH:15][CH:14]=2)[CH2:6]1, predict the reactants needed to synthesize it. The reactants are: [CH3:1][O:2][CH2:3][O:4][C@H:5]1[CH2:9][CH2:8][N:7]([CH2:10][C@@H:11]([C:13]2[CH:18]=[CH:17][CH:16]=[CH:15][CH:14]=2)O)[CH2:6]1.COCO[C@H]1CCN([C@@H](C2C=CC=CC=2)CO)C1.[CH3:37][NH:38][C:39]1[CH:48]=[CH:47][C:42]([C:43]([O:45][CH3:46])=[O:44])=[CH:41][CH:40]=1.